From a dataset of Forward reaction prediction with 1.9M reactions from USPTO patents (1976-2016). Predict the product of the given reaction. (1) Given the reactants [C:1]([C:4]1[C:9]([O:10][CH3:11])=[CH:8][C:7]([O:12][CH3:13])=[CH:6][C:5]=1[NH:14][C:15]([C:17]1[S:18][CH:19]=[C:20]([CH:22]([CH3:24])[CH3:23])[N:21]=1)=O)(=[O:3])[CH3:2].C(C1N=C(C2C=C(O)C3C(=CC(OC)=CC=3)N=2)SC=1)(C)C, predict the reaction product. The product is: [CH:22]([C:20]1[N:21]=[C:17]([C:15]2[CH:2]=[C:1]([OH:3])[C:4]3[C:5](=[CH:6][C:7]([O:12][CH3:13])=[CH:8][C:9]=3[O:10][CH3:11])[N:14]=2)[S:18][CH:19]=1)([CH3:24])[CH3:23]. (2) Given the reactants [C:1](OC(=O)C)(=[O:3])[CH3:2].[CH:8]1([NH:13][C:14]2[CH:15]=[N:16][O:17][C:18]=2[CH3:19])[CH2:12][CH2:11][CH2:10][CH2:9]1, predict the reaction product. The product is: [CH:8]1([N:13]([C:14]2[CH:15]=[N:16][O:17][C:18]=2[CH3:19])[C:1](=[O:3])[CH3:2])[CH2:9][CH2:10][CH2:11][CH2:12]1. (3) Given the reactants [Cl:1][C:2]1[CH:3]=[N:4][C:5]2[N:6]([N:8]=[C:9]([C:11]([OH:13])=O)[CH:10]=2)[CH:7]=1.[CH3:14][CH:15]1[NH:20][CH2:19][CH2:18][N:17]2[C:21]([C:24]3[CH:28]=[CH:27][S:26][CH:25]=3)=[CH:22][CH:23]=[C:16]12, predict the reaction product. The product is: [Cl:1][C:2]1[CH:3]=[N:4][C:5]2[N:6]([N:8]=[C:9]([C:11]([N:20]3[CH2:19][CH2:18][N:17]4[C:21]([C:24]5[CH:28]=[CH:27][S:26][CH:25]=5)=[CH:22][CH:23]=[C:16]4[CH:15]3[CH3:14])=[O:13])[CH:10]=2)[CH:7]=1.